This data is from Forward reaction prediction with 1.9M reactions from USPTO patents (1976-2016). The task is: Predict the product of the given reaction. (1) Given the reactants [ClH:1].O1CCOCC1.C(OC([N:15]1[CH2:20][CH2:19][CH:18]([O:21][CH3:22])[CH2:17][CH2:16]1)=O)(C)(C)C, predict the reaction product. The product is: [ClH:1].[CH3:22][O:21][CH:18]1[CH2:19][CH2:20][NH:15][CH2:16][CH2:17]1. (2) The product is: [N+:1]1([O-:2])[C:4]2[CH:12]=[C:11]3[C:7](=[CH:6][C:5]=2[N:13]=[C:15]([NH2:16])[N:14]=1)[CH2:8][CH2:9][CH2:10]3. Given the reactants [N+:1]([C:4]1[CH:12]=[C:11]2[C:7]([CH2:8][CH2:9][CH2:10]2)=[CH:6][C:5]=1[NH2:13])([O-])=[O:2].[N:14]#[C:15][NH2:16].[CH]Cl.[OH-].[Na+], predict the reaction product. (3) Given the reactants [NH2:1][C:2]1[C:6]([CH3:7])=[CH:5][S:4][C:3]=1[C:8]([O:10]C)=O.O.[CH:13]([NH2:15])=O, predict the reaction product. The product is: [CH3:7][C:6]1[C:2]2[N:1]=[CH:13][NH:15][C:8](=[O:10])[C:3]=2[S:4][CH:5]=1. (4) Given the reactants [CH3:1][O:2][C:3](=[O:21])[C:4]1[CH:9]=[CH:8][C:7]([CH:10]([C:16]#[N:17])[C:11]([O:13][CH2:14][CH3:15])=[O:12])=[C:6]([N+:18]([O-])=O)[CH:5]=1.ClCCl, predict the reaction product. The product is: [CH3:1][O:2][C:3]([C:4]1[CH:5]=[C:6]2[C:7]([C:10]([C:11]([O:13][CH2:14][CH3:15])=[O:12])=[C:16]([NH2:17])[NH:18]2)=[CH:8][CH:9]=1)=[O:21]. (5) Given the reactants [C:1]([Cl:14])(=O)[CH2:2][CH2:3][CH2:4][CH2:5][CH2:6]CCCCCC.[Cl-].[CH2:16]([C:21]1[C:30]2[C:25](=[CH:26][C:27]([O:33][CH3:34])=[C:28]([O:31][CH3:32])[CH:29]=2)[CH2:24][CH2:23][N+:22]=1[CH2:35][C:36]1[CH:41]=[CH:40][C:39]([O:42][CH3:43])=[CH:38][CH:37]=1)[CH2:17][CH2:18][CH2:19][CH3:20].[Cl-].C(C1C2C(=CC(OC)=C(OC)C=2)CC[N+]=1CC1C=CC(C)=CC=1)CCCCCCCCCC, predict the reaction product. The product is: [Cl-:14].[CH2:16]([C:21]1[C:30]2[C:25](=[CH:26][C:27]([O:33][CH3:34])=[C:28]([O:31][CH3:32])[CH:29]=2)[CH2:24][CH2:23][N+:22]=1[CH2:35][C:36]1[CH:41]=[CH:40][C:39]([O:42][CH3:43])=[CH:38][CH:37]=1)[CH2:17][CH2:18][CH2:19][CH2:20][CH2:1][CH2:2][CH2:3][CH2:4][CH2:5][CH3:6]. (6) Given the reactants [NH:1]1[CH2:6][CH2:5][O:4][CH2:3][CH2:2]1.N1CCCC1.[CH3:12][O:13][C:14](=[O:22])[C:15]1[CH:20]=[CH:19][CH:18]=[C:17](Br)[CH:16]=1.COC(=O)C1C=CC(Br)=CC=1, predict the reaction product. The product is: [CH3:12][O:13][C:14](=[O:22])[C:15]1[CH:20]=[CH:19][CH:18]=[C:17]([N:1]2[CH2:6][CH2:5][O:4][CH2:3][CH2:2]2)[CH:16]=1. (7) Given the reactants [Cl:1][C:2]1[CH:7]=[CH:6][N:5]=[C:4]2[NH:8][C:9]([C:11]3[CH:27]=[CH:26][C:14]([C:15]([NH:17][CH2:18][CH2:19][N:20]4[CH2:25][CH2:24][O:23][CH2:22][CH2:21]4)=[O:16])=[CH:13][CH:12]=3)=[N:10][C:3]=12.[CH3:28][O:29][C:30]1[CH:35]=[CH:34][C:33](B(O)O)=[CH:32][CH:31]=1.C(=O)([O-])[O-].[Na+].[Na+], predict the reaction product. The product is: [ClH:1].[CH3:28][O:29][C:30]1[CH:35]=[CH:34][C:33]([C:2]2[CH:7]=[CH:6][N:5]=[C:4]3[NH:8][C:9]([C:11]4[CH:27]=[CH:26][C:14]([C:15]([NH:17][CH2:18][CH2:19][N:20]5[CH2:25][CH2:24][O:23][CH2:22][CH2:21]5)=[O:16])=[CH:13][CH:12]=4)=[N:10][C:3]=23)=[CH:32][CH:31]=1.